From a dataset of Full USPTO retrosynthesis dataset with 1.9M reactions from patents (1976-2016). Predict the reactants needed to synthesize the given product. (1) Given the product [C:23]([C:21]1[N:22]=[C:18]([C:16]([NH:15][C:12]2[CH:13]=[CH:14][C:9]([C:6]([NH:5][C:31](=[O:35])[C:32]([NH2:39])=[O:33])([CH3:8])[CH3:7])=[CH:10][C:11]=2[C:25]2[CH2:30][CH2:29][CH2:28][CH2:27][CH:26]=2)=[O:17])[NH:19][CH:20]=1)#[N:24], predict the reactants needed to synthesize it. The reactants are: C(O)(=O)C.[NH2:5][C:6]([C:9]1[CH:14]=[CH:13][C:12]([NH:15][C:16]([C:18]2[NH:19][CH:20]=[C:21]([C:23]#[N:24])[N:22]=2)=[O:17])=[C:11]([C:25]2[CH2:30][CH2:29][CH2:28][CH2:27][CH:26]=2)[CH:10]=1)([CH3:8])[CH3:7].[C:31](Cl)(=[O:35])[C:32](Cl)=[O:33].CC[N:39](C(C)C)C(C)C. (2) Given the product [C:9]([O:17][CH:12]([C:9]1[C:8]([CH3:18])=[N:7][C:6]2[N:5]([N:4]=[C:3]([CH3:19])[C:2]=2[Cl:1])[C:10]=1[Cl:11])[C:13]([O:15][CH3:16])=[O:14])([CH3:12])([CH3:10])[CH3:8], predict the reactants needed to synthesize it. The reactants are: [Cl:1][C:2]1[C:3]([CH3:19])=[N:4][N:5]2[C:10]([Cl:11])=[C:9]([CH:12]([OH:17])[C:13]([O:15][CH3:16])=[O:14])[C:8]([CH3:18])=[N:7][C:6]=12.C(Cl)Cl.Cl(O)(=O)(=O)=O. (3) Given the product [O:22]([CH2:21][CH2:20][C:13]1[C:14]2[CH:15]=[CH:16][CH:17]=[CH:18][C:19]=2[N:11]2[CH2:10][CH2:9][NH:8][CH2:30][CH2:29][C:12]=12)[C:23]1[CH:28]=[CH:27][CH:26]=[CH:25][CH:24]=1, predict the reactants needed to synthesize it. The reactants are: C([N:8]1[CH2:30][CH2:29][C:12]2=[C:13]([CH2:20][CH2:21][O:22][C:23]3[CH:28]=[CH:27][CH:26]=[CH:25][CH:24]=3)[C:14]3[CH:15]=[CH:16][CH:17]=[CH:18][C:19]=3[N:11]2[CH2:10][CH2:9]1)C1C=CC=CC=1.C([O-])=O.[NH4+].CO. (4) The reactants are: [CH3:1][O:2][C:3]1[CH:4]=[C:5]2[C:10](=[CH:11][C:12]=1[O:13][CH2:14][C@H:15]1[CH2:17][O:16]1)[N:9]=[CH:8][N:7]=[C:6]2[O:18][C:19]1[CH:20]=[C:21]2[C:25](=[CH:26][CH:27]=1)[NH:24][C:23]([CH3:28])=[CH:22]2.[CH2:29]([NH:31][CH2:32][CH3:33])[CH3:30]. Given the product [CH2:29]([N:31]([CH2:17][C@@H:15]([OH:16])[CH2:14][O:13][C:12]1[CH:11]=[C:10]2[C:5]([C:6]([O:18][C:19]3[CH:20]=[C:21]4[C:25](=[CH:26][CH:27]=3)[NH:24][C:23]([CH3:28])=[CH:22]4)=[N:7][CH:8]=[N:9]2)=[CH:4][C:3]=1[O:2][CH3:1])[CH2:32][CH3:33])[CH3:30], predict the reactants needed to synthesize it. (5) Given the product [Br:8][C:5]1[CH:6]=[CH:7][C:2]([O:10][CH3:9])=[N:3][CH:4]=1, predict the reactants needed to synthesize it. The reactants are: Br[C:2]1[CH:7]=[CH:6][C:5]([Br:8])=[CH:4][N:3]=1.[CH3:9][O-:10].[Na+].O. (6) Given the product [OH:49][CH2:48][C:34]1[N:35]=[C:36]([C:38]2[CH:39]=[CH:40][C:41]([C:44]([F:47])([F:46])[F:45])=[CH:42][CH:43]=2)[S:37][C:33]=1[CH2:32][S:3][C:6]1[CH:20]=[CH:19][C:9]([O:10][C:11]([CH3:18])([CH3:17])[C:12]([O:14][CH2:15][CH3:16])=[O:13])=[CH:8][CH:7]=1, predict the reactants needed to synthesize it. The reactants are: O.Cl[S:3]([C:6]1[CH:20]=[CH:19][C:9]([O:10][C:11]([CH3:18])([CH3:17])[C:12]([O:14][CH2:15][CH3:16])=[O:13])=[CH:8][CH:7]=1)(=O)=O.Cl[Si](Cl)(C)C.S(Cl)(Cl)(=O)=O.O[CH2:32][C:33]1[S:37][C:36]([C:38]2[CH:43]=[CH:42][C:41]([C:44]([F:47])([F:46])[F:45])=[CH:40][CH:39]=2)=[N:35][C:34]=1[CH2:48][OH:49].